Dataset: Peptide-MHC class I binding affinity with 185,985 pairs from IEDB/IMGT. Task: Regression. Given a peptide amino acid sequence and an MHC pseudo amino acid sequence, predict their binding affinity value. This is MHC class I binding data. (1) The peptide sequence is RLHSDASKNK. The MHC is HLA-A11:01 with pseudo-sequence HLA-A11:01. The binding affinity (normalized) is 0.409. (2) The peptide sequence is SLSTFQQMWI. The MHC is HLA-A68:02 with pseudo-sequence HLA-A68:02. The binding affinity (normalized) is 0.490. (3) The MHC is HLA-B18:01 with pseudo-sequence HLA-B18:01. The binding affinity (normalized) is 0.0847. The peptide sequence is DFGYATMAK. (4) The peptide sequence is LLAAVASSY. The MHC is HLA-B51:01 with pseudo-sequence HLA-B51:01. The binding affinity (normalized) is 0.213. (5) The peptide sequence is IMLIIFWFSL. The MHC is HLA-A02:02 with pseudo-sequence HLA-A02:02. The binding affinity (normalized) is 0.322. (6) The peptide sequence is DTFVSSVREV. The MHC is HLA-A02:01 with pseudo-sequence HLA-A02:01. The binding affinity (normalized) is 0.211.